Task: Predict the reactants needed to synthesize the given product.. Dataset: Full USPTO retrosynthesis dataset with 1.9M reactions from patents (1976-2016) (1) Given the product [OH-:21].[NH4+:5].[CH2:1]1[C@@H:13]2[C@H:4]([N:5]([CH2:14][CH2:15][NH2:16])[C:6]3[CH:7]=[CH:8][CH:9]=[CH:10][C:11]=3[CH2:12]2)[CH2:3][CH2:2]1, predict the reactants needed to synthesize it. The reactants are: [CH2:1]1[C@H:13]2[C@H:4]([N:5]([CH2:14][C:15]#[N:16])[C:6]3[CH:7]=[CH:8][CH:9]=[CH:10][C:11]=3[CH2:12]2)[CH2:3][CH2:2]1.[H][H].C([OH:21])C. (2) Given the product [CH3:8][N:6]1[CH:7]=[C:2]([B:59]2[O:60][C:61]([CH3:63])([CH3:62])[C:57]([CH3:73])([CH3:56])[O:58]2)[CH:3]=[C:4]([NH:10][C:11]2[CH:16]=[CH:15][N:14]=[CH:13][N:12]=2)[C:5]1=[O:9], predict the reactants needed to synthesize it. The reactants are: Br[C:2]1[CH:3]=[C:4]([NH:10][C:11]2[CH:16]=[CH:15][N:14]=[CH:13][N:12]=2)[C:5](=[O:9])[N:6]([CH3:8])[CH:7]=1.CC(C1C=C(C(C)C)C(C2C=CC=CC=2P(C2CCCCC2)C2CCCCC2)=C(C(C)C)C=1)C.C([O-])(=O)C.[K+].[CH3:56][C:57]1([CH3:73])[C:61]([CH3:63])([CH3:62])[O:60][B:59]([B:59]2[O:60][C:61]([CH3:63])([CH3:62])[C:57]([CH3:73])([CH3:56])[O:58]2)[O:58]1. (3) Given the product [ClH:11].[NH2:1][CH:4]1[CH2:9][CH2:8][CH2:7][CH2:6][C:5]1=[O:10], predict the reactants needed to synthesize it. The reactants are: [N+:1]([CH:4]1[CH2:9][CH2:8][CH2:7][CH2:6][C:5]1=[O:10])([O-])=O.[ClH:11].[H][H]. (4) Given the product [C:1]([O:5][C:6]([N:8]1[CH2:13][CH2:12][C:11]2[NH:20][N:16]=[CH:15][C:10]=2[CH2:9]1)=[O:7])([CH3:4])([CH3:3])[CH3:2], predict the reactants needed to synthesize it. The reactants are: [C:1]([O:5][C:6]([N:8]1[CH2:13][CH2:12][C:11](=O)[C:10](=[CH:15][N:16](C)C)[CH2:9]1)=[O:7])([CH3:4])([CH3:3])[CH3:2].O.[NH2:20]N. (5) Given the product [Br:82][C:83]1[N:88]=[CH:87][C:86]([CH2:89][C@H:90]([NH:98][C:120]([C@@H:119]2[CH2:114][CH2:113][CH2:112][CH2:29][N:30]2[C:16]([O:18][C:19]([CH3:20])([CH3:21])[CH3:22])=[O:17])=[O:122])[C:91]#[N:68])=[CH:85][CH:84]=1, predict the reactants needed to synthesize it. The reactants are: C1(C(=NC[C:16]([O:18][C:19]([CH3:22])([CH3:21])[CH3:20])=[O:17])C2C=CC=CC=2)C=CC=CC=1.[Br-].C(O[C@H](C1C2C(=CC=CC=2)N=CC=1)[C@@H:29]1C[C@@H]2CC[N+:30]1(CC1C3C(C=C4C=1C=CC=C4)=CC=CC=3)C[C@@H]2C=C)C=C.C([N:68]=P1(N(CC)CC)N(C)CCCN1C)(C)(C)C.[Br:82][C:83]1[N:88]=[CH:87][C:86]([CH2:89][C@H:90]([N:98]=C(C2C=CC=CC=2)C2C=CC=CC=2)[C:91](OC(C)(C)C)=O)=[CH:85][CH:84]=1.[C:112](O)(=O)[CH2:113][C:114]([CH2:119][C:120]([OH:122])=O)(C(O)=O)O. (6) Given the product [F:22][C:15]1[CH:14]=[CH:13][C:12]2=[C:21]3[C:16]=1[O:17][CH2:18][CH2:19][N:20]3[C:10]([CH:8]([NH2:7])[CH3:9])=[N:11]2, predict the reactants needed to synthesize it. The reactants are: C(OC(=O)[NH:7][CH:8]([C:10]1[N:20]2[C:21]3[C:16]([O:17][CH2:18][CH2:19]2)=[C:15]([F:22])[CH:14]=[CH:13][C:12]=3[N:11]=1)[CH3:9])(C)(C)C.FC1C=CC2=C3C=1OCCN3C(C(NC(=O)C)C)=N2.C(O)(C(F)(F)F)=O.C1(C)C=CC=CC=1. (7) Given the product [Cl:1][C:2]1[CH:3]=[C:4]([C:10]2([C:31]([F:33])([F:34])[F:32])[O:14][N:13]=[C:12]([C:15]3[CH:16]=[CH:17][C:18]([F:30])=[C:19]([CH2:20][NH2:21])[CH:29]=3)[CH2:11]2)[CH:5]=[C:6]([Cl:9])[C:7]=1[F:8], predict the reactants needed to synthesize it. The reactants are: [Cl:1][C:2]1[CH:3]=[C:4]([C:10]2([C:31]([F:34])([F:33])[F:32])[O:14][N:13]=[C:12]([C:15]3[CH:16]=[CH:17][C:18]([F:30])=[C:19]([CH:29]=3)[CH2:20][NH:21]C(=O)OC(C)(C)C)[CH2:11]2)[CH:5]=[C:6]([Cl:9])[C:7]=1[F:8].C(O)(C(F)(F)F)=O.